Dataset: Full USPTO retrosynthesis dataset with 1.9M reactions from patents (1976-2016). Task: Predict the reactants needed to synthesize the given product. (1) Given the product [CH2:3]([CH:4]([C:7]#[N:8])[C:5]#[N:6])[C:2]([CH3:10])([CH3:9])[CH3:1], predict the reactants needed to synthesize it. The reactants are: [CH3:1][C:2]([CH3:10])([CH3:9])[CH:3]=[C:4]([C:7]#[N:8])[C:5]#[N:6].[Na+].[Cl-].[BH4-].[Na+].Cl. (2) Given the product [Cl:18][C:15]1[CH:16]=[CH:17][C:12]([CH2:11][CH2:10][NH:9][C:4]2[CH:3]=[C:2]([C:21]3[CH:22]=[CH:23][CH:24]=[CH:25][C:20]=3[CH3:19])[N:7]=[C:6]([NH2:8])[N:5]=2)=[CH:13][CH:14]=1, predict the reactants needed to synthesize it. The reactants are: Cl[C:2]1[N:7]=[C:6]([NH2:8])[N:5]=[C:4]([NH:9][CH2:10][CH2:11][C:12]2[CH:17]=[CH:16][C:15]([Cl:18])=[CH:14][CH:13]=2)[CH:3]=1.[CH3:19][C:20]1[CH:25]=[CH:24][CH:23]=[CH:22][C:21]=1B(O)O.C(=O)([O-])[O-].[K+].[K+]. (3) Given the product [Cl:1][C:2]1[CH:7]=[C:6]([NH:8][C:9]2[N:14]=[CH:13][N:12]=[C:11]3[NH:15][N:37]=[CH:36][C:10]=23)[C:5](=[O:21])[N:4]2[C:22]3([NH:23][C:24](=[O:25])[C:3]=12)[CH2:27][CH2:28][CH2:29][CH2:30][CH2:31]3, predict the reactants needed to synthesize it. The reactants are: [Cl:1][C:2]1[CH:7]=[C:6]([NH:8][C:9]2[N:14]=[CH:13][N:12]=[C:11]([NH:15]C(C3CC3)=O)[CH:10]=2)[C:5](=[O:21])[N:4]2[C:22]([C:27]3C=[CH:31][CH:30]=[C:29](F)[CH:28]=3)(C)[NH:23][C:24](=[O:25])[C:3]=12.ClC1C=C(N(CC2C=CC(OC)=CC=2)C2C=CN=CN=2)C(=O)[N:37]2C3(CCCCC3)N(CC3C=CC(OC)=CC=3)C(=O)[C:36]=12.P([O-])([O-])([O-])=O.[K+].[K+].[K+].CC1(C)C2C(=C(P(C3C=CC=CC=3)C3C=CC=CC=3)C=CC=2)OC2C(P(C3C=CC=CC=3)C3C=CC=CC=3)=CC=CC1=2. (4) Given the product [CH3:1][C:2]1[N:3]=[C:4]([C:12]2[CH:17]=[CH:16][CH:15]=[C:14]([C:18]([F:21])([F:19])[F:20])[CH:13]=2)[N:5]2[C:10]=1[CH:9]=[N:8][C:7]([NH:11][C:23]1[CH:24]=[N:25][CH:26]=[C:27]([CH:33]=1)[C:28]([O:30][CH2:31][CH3:32])=[O:29])=[N:6]2, predict the reactants needed to synthesize it. The reactants are: [CH3:1][C:2]1[N:3]=[C:4]([C:12]2[CH:17]=[CH:16][CH:15]=[C:14]([C:18]([F:21])([F:20])[F:19])[CH:13]=2)[N:5]2[C:10]=1[CH:9]=[N:8][C:7]([NH2:11])=[N:6]2.Br[C:23]1[CH:24]=[N:25][CH:26]=[C:27]([CH:33]=1)[C:28]([O:30][CH2:31][CH3:32])=[O:29].C(P(C(C)(C)C)C1C=CC=CC=1C1C=CC=CC=1)(C)(C)C.CC([O-])(C)C.[Na+]. (5) Given the product [F:1][C:2]([F:26])([F:27])[C:3]1[CH:4]=[C:5]([NH:9][C:10](=[O:25])[C:11](=[CH:33][C:32]2[CH:35]=[C:36]([O:40][CH3:41])[C:37]([O:38][CH3:39])=[C:30]([O:29][CH3:28])[CH:31]=2)[C:12]([NH:14][C:15]2[CH:20]=[CH:19][CH:18]=[C:17]([C:21]([F:24])([F:23])[F:22])[CH:16]=2)=[O:13])[CH:6]=[CH:7][CH:8]=1, predict the reactants needed to synthesize it. The reactants are: [F:1][C:2]([F:27])([F:26])[C:3]1[CH:4]=[C:5]([NH:9][C:10](=[O:25])[CH2:11][C:12]([NH:14][C:15]2[CH:20]=[CH:19][CH:18]=[C:17]([C:21]([F:24])([F:23])[F:22])[CH:16]=2)=[O:13])[CH:6]=[CH:7][CH:8]=1.[CH3:28][O:29][C:30]1[CH:31]=[C:32]([CH:35]=[C:36]([O:40][CH3:41])[C:37]=1[O:38][CH3:39])[CH:33]=O. (6) Given the product [CH2:1]([O:3][C:4]([C:6]1[CH:7]=[C:8]2[C:13](=[CH:14][CH:15]=1)[N:12]=[CH:11][C:10]([C:16]#[N:17])=[C:9]2[CH2:19][CH2:20][CH2:21][CH3:22])=[O:5])[CH3:2], predict the reactants needed to synthesize it. The reactants are: [CH2:1]([O:3][C:4]([C:6]1[CH:7]=[C:8]2[C:13](=[CH:14][CH:15]=1)[N:12]=[CH:11][C:10]([C:16]#[N:17])=[C:9]2Cl)=[O:5])[CH3:2].[CH2:19](B(O)O)[CH2:20][CH2:21][CH3:22].C(=O)([O-])[O-].[Na+].[Na+]. (7) The reactants are: [F:1][C:2]([F:31])([F:30])[C:3]1[CH:4]=[C:5]([CH:23]=[C:24]([C:26]([F:29])([F:28])[F:27])[CH:25]=1)[C:6]([N:8]1[CH2:13][CH2:12][NH:11][CH2:10][C@H:9]1[CH2:14][C:15]1[CH:20]=[CH:19][C:18]([CH3:21])=[C:17]([CH3:22])[CH:16]=1)=[O:7].[CH:32]([C:34]1[CH:35]=[N:36][N:37](C(C2C=CC=CC=2)(C2C=CC=CC=2)C2C=CC=CC=2)[CH:38]=1)=O.C(O[BH-](OC(=O)C)OC(=O)C)(=O)C.[Na+].C(=O)(O)[O-].[Na+]. Given the product [F:31][C:2]([F:1])([F:30])[C:3]1[CH:4]=[C:5]([CH:23]=[C:24]([C:26]([F:27])([F:28])[F:29])[CH:25]=1)[C:6]([N:8]1[CH2:13][CH2:12][N:11]([CH2:32][C:34]2[CH:35]=[N:36][NH:37][CH:38]=2)[CH2:10][C@H:9]1[CH2:14][C:15]1[CH:20]=[CH:19][C:18]([CH3:21])=[C:17]([CH3:22])[CH:16]=1)=[O:7], predict the reactants needed to synthesize it.